Dataset: Cav3 T-type calcium channel HTS with 100,875 compounds. Task: Binary Classification. Given a drug SMILES string, predict its activity (active/inactive) in a high-throughput screening assay against a specified biological target. (1) The drug is s1c2CC(CCc2c(c1)C(=O)Nc1sccn1)C. The result is 0 (inactive). (2) The drug is Fc1c2c(C(C(=C2N)C(OC)=O)(c2ccccc2)C#N)ccc1. The result is 0 (inactive). (3) The compound is Brc1c(nn(CC)c1)C(=O)Nc1c(n(nc1C#N)c1ccccc1)C(OCC)=O. The result is 0 (inactive). (4) The compound is S(=O)(=O)(Cc1nc(oc1C)c1ccc(OC)cc1)CC(=O)NCCc1c(OC)ccc(OC)c1. The result is 1 (active). (5) The compound is O=C(N1C2CCC1C(=C(C2)c1ccccc1)C(OC)=O)N1CCCC1. The result is 0 (inactive). (6) The compound is s1c2c(CCCC2)c2c1n1c(n(c2=O)c2ccc(OC)cc2)nnc1SCC. The result is 0 (inactive). (7) The molecule is Clc1c(C(=O)Nc2cc(NC(=S)NC(=O)CC(C)C)ccc2)cccc1. The result is 0 (inactive). (8) The compound is Brc1cc2C3(OCCCO3)C(=O)N(c2cc1)CC(OC)=O. The result is 0 (inactive).